From a dataset of Forward reaction prediction with 1.9M reactions from USPTO patents (1976-2016). Predict the product of the given reaction. (1) Given the reactants [CH3:1][O:2][C:3]1[CH:4]=[C:5]2[C:10](=[CH:11][C:12]=1[O:13][CH3:14])[N:9]=[CH:8][CH:7]=[C:6]2[O:15][C:16]1[CH:22]=[CH:21][C:19]([NH2:20])=[C:18]([F:23])[CH:17]=1.ClC(Cl)(O[C:28](=[O:34])OC(Cl)(Cl)Cl)Cl.[CH:36]([NH2:40])([CH2:38][CH3:39])[CH3:37], predict the reaction product. The product is: [CH:36]([NH:40][C:28]([NH:20][C:19]1[CH:21]=[CH:22][C:16]([O:15][C:6]2[C:5]3[C:10](=[CH:11][C:12]([O:13][CH3:14])=[C:3]([O:2][CH3:1])[CH:4]=3)[N:9]=[CH:8][CH:7]=2)=[CH:17][C:18]=1[F:23])=[O:34])([CH2:38][CH3:39])[CH3:37]. (2) Given the reactants [CH3:1][O:2][C:3]1[CH:8]=[CH:7][C:6](B(O)O)=[CH:5][CH:4]=1.[O:12]1[CH:16]=[N:15][N:14]=[C:13]1[C:17]1[CH:22]=[CH:21][C:20]([OH:23])=[CH:19][CH:18]=1.C(N(CC)CC)C.O=O, predict the reaction product. The product is: [CH3:1][O:2][C:3]1[CH:8]=[CH:7][C:6]([O:23][C:20]2[CH:19]=[CH:18][C:17]([C:13]3[O:12][CH:16]=[N:15][N:14]=3)=[CH:22][CH:21]=2)=[CH:5][CH:4]=1. (3) Given the reactants [H-].[Na+].[Cl:3][C:4]1[CH:10]=[CH:9][C:8]([I:11])=[CH:7][C:5]=1[NH2:6].Cl[CH2:13][C:14]1[CH:19]=[CH:18][C:17]([O:20][CH3:21])=[CH:16][CH:15]=1, predict the reaction product. The product is: [Cl:3][C:4]1[CH:10]=[CH:9][C:8]([I:11])=[CH:7][C:5]=1[N:6]([CH2:13][C:14]1[CH:19]=[CH:18][C:17]([O:20][CH3:21])=[CH:16][CH:15]=1)[CH2:13][C:14]1[CH:19]=[CH:18][C:17]([O:20][CH3:21])=[CH:16][CH:15]=1. (4) Given the reactants [CH3:1][C:2]1[CH:3]=[CH:4][C:5]([NH2:8])=[N:6][CH:7]=1.[OH:9][CH:10]([CH:14]([CH3:16])[CH3:15])[C:11](O)=[O:12].CN(C(ON1N=NC2C=CC=NC1=2)=[N+](C)C)C.F[P-](F)(F)(F)(F)F.C(N(C(C)C)C(C)C)C, predict the reaction product. The product is: [OH:9][CH:10]([CH:14]([CH3:16])[CH3:15])[C:11]([NH:8][C:5]1[CH:4]=[CH:3][C:2]([CH3:1])=[CH:7][N:6]=1)=[O:12]. (5) Given the reactants [CH3:1][S:2][CH2:3][CH2:4][CH2:5][CH2:6][CH2:7][CH2:8][CH2:9][CH2:10][OH:11].[CH2:12]([S:14][CH2:15][CH2:16][CH2:17][CH2:18][CH2:19][CH2:20][CH2:21][CH2:22][OH:23])[CH3:13], predict the reaction product. The product is: [CH2:1]([S:2][CH2:3][CH2:4][CH2:5][CH2:6][CH2:7][CH2:8][CH2:9][CH2:10][OH:11])[CH2:12][CH3:13].[CH2:12]([S:14][CH2:15][CH2:16][CH2:17][CH2:18][CH2:19][CH2:20][CH2:21][CH2:22][OH:23])[CH2:13][CH2:3][CH3:4].[CH2:1]([S:2][CH2:3][CH2:4][CH2:5][CH2:6][CH2:7][CH2:8][CH2:9][CH2:10][OH:11])[CH2:15][CH2:16][CH2:17][CH3:18]. (6) Given the reactants [I:1][C:2]1[CH:7]=[CH:6][NH:5][C:4](=[O:8])[CH:3]=1.[CH2:9](I)[CH3:10], predict the reaction product. The product is: [CH2:9]([N:5]1[CH:6]=[CH:7][C:2]([I:1])=[CH:3][C:4]1=[O:8])[CH3:10]. (7) Given the reactants [CH3:1][O:2][C:3]1[CH:8]=[CH:7][C:6]([S:9][CH2:10][CH2:11][NH:12][C:13](=[O:16])[O:14][CH3:15])=[CH:5][CH:4]=1.C=O.[C:19]1(C)C=CC(S(O)(=O)=O)=CC=1, predict the reaction product. The product is: [CH3:1][O:2][C:3]1[CH:4]=[CH:5][C:6]2[S:9][CH2:10][CH2:11][N:12]([C:13]([O:14][CH3:15])=[O:16])[CH2:19][C:7]=2[CH:8]=1.